This data is from Reaction yield outcomes from USPTO patents with 853,638 reactions. The task is: Predict the reaction yield, written as a fraction of the theoretical maximum amount of product (1.0 means a 100% yield; for example, 0.34 means a 34% yield). The reactants are [CH3:1]C(C)([O-])C.[K+].[F:7][C:8]1[C:9]([NH:22][C:23]2[CH:28]=[CH:27][C:26]([I:29])=[CH:25][C:24]=2[F:30])=[C:10]([C:15]([N:17]2[CH2:20][C:19](=O)[CH2:18]2)=[O:16])[CH:11]=[CH:12][C:13]=1[F:14].C(OCC)(=O)C. The catalyst is [Br-].C[P+](C1C=CC=CC=1)(C1C=CC=CC=1)C1C=CC=CC=1.O1CCCC1. The product is [F:7][C:8]1[C:13]([F:14])=[CH:12][CH:11]=[C:10]([C:15]([N:17]2[CH2:20][C:19](=[CH2:1])[CH2:18]2)=[O:16])[C:9]=1[NH:22][C:23]1[CH:28]=[CH:27][C:26]([I:29])=[CH:25][C:24]=1[F:30]. The yield is 0.210.